This data is from Full USPTO retrosynthesis dataset with 1.9M reactions from patents (1976-2016). The task is: Predict the reactants needed to synthesize the given product. (1) Given the product [ClH:10].[CH:1]1([N:4]2[CH2:9][CH2:8][N:7]([C:11]3[CH:20]=[CH:19][C:18]4[C:13](=[CH:14][C:15]([O:23][CH3:24])=[C:16]([O:21][CH3:22])[CH:17]=4)[N:12]=3)[CH2:6][CH2:5]2)[CH2:3][CH2:2]1, predict the reactants needed to synthesize it. The reactants are: [CH:1]1([N:4]2[CH2:9][CH2:8][NH:7][CH2:6][CH2:5]2)[CH2:3][CH2:2]1.[Cl:10][C:11]1[CH:20]=[CH:19][C:18]2[C:13](=[CH:14][C:15]([O:23][CH3:24])=[C:16]([O:21][CH3:22])[CH:17]=2)[N:12]=1. (2) Given the product [CH2:1]([C:4]1[CH:11]=[CH:10][CH:9]=[C:6]2[C:5]=1[O:12][C:20](=[O:22])[CH:21]=[CH:7]2)[CH:2]=[CH2:3], predict the reactants needed to synthesize it. The reactants are: [CH2:1]([C:4]1[CH:11]=[CH:10][CH:9]=[C:6]([CH:7]=O)[C:5]=1[OH:12])[CH:2]=[CH2:3].CCN(CC)CC.[C:20](OC(=O)C)(=[O:22])[CH3:21]. (3) Given the product [C:30]1([S:33]([O:16][CH2:15][CH2:14][O:13][C:12]2[CH:17]=[CH:18][C:9]([B:4]3[O:3][C:2]([CH3:19])([CH3:1])[C:6]([CH3:7])([CH3:8])[O:5]3)=[CH:10][CH:11]=2)(=[O:35])=[O:34])[CH:31]=[CH:32][CH:27]=[CH:28][CH:29]=1, predict the reactants needed to synthesize it. The reactants are: [CH3:1][C:2]1([CH3:19])[C:6]([CH3:8])([CH3:7])[O:5][B:4]([C:9]2[CH:18]=[CH:17][C:12]([O:13][CH2:14][CH2:15][OH:16])=[CH:11][CH:10]=2)[O:3]1.C(N(CC)CC)C.[C:27]1(C)[CH:32]=[CH:31][C:30]([S:33](Cl)(=[O:35])=[O:34])=[CH:29][CH:28]=1. (4) Given the product [CH:20]1[C:21]2[N:8]([CH2:7][CH2:6][O:5][C:23]3[CH:24]=[CH:25][C:26]([CH2:29][CH:30]([O:36][CH2:37][CH2:38][CH2:39][CH2:40][CH2:41][CH3:42])[C:31]([O:33][CH2:34][CH3:35])=[O:32])=[CH:27][CH:28]=3)[C:9]3[C:14](=[CH:13][CH:12]=[CH:11][CH:10]=3)[O:15][C:16]=2[CH:17]=[CH:18][CH:19]=1, predict the reactants needed to synthesize it. The reactants are: CS([O:5][CH2:6][CH2:7][N:8]1[C:21]2[CH:20]=[CH:19][CH:18]=[CH:17][C:16]=2[O:15][C:14]2[C:9]1=[CH:10][CH:11]=[CH:12][CH:13]=2)(=O)=O.O[C:23]1[CH:28]=[CH:27][C:26]([CH2:29][CH:30]([O:36][CH2:37][CH2:38][CH2:39][CH2:40][CH2:41][CH3:42])[C:31]([O:33][CH2:34][CH3:35])=[O:32])=[CH:25][CH:24]=1.